This data is from HIV replication inhibition screening data with 41,000+ compounds from the AIDS Antiviral Screen. The task is: Binary Classification. Given a drug SMILES string, predict its activity (active/inactive) in a high-throughput screening assay against a specified biological target. (1) The compound is CCOC(=O)C1CCc2c1c(C#N)c1[nH]c3ccccc3n1c2=O. The result is 0 (inactive). (2) The molecule is O=CC1(C(O)C2SCCCS2)SCCCS1. The result is 0 (inactive).